From a dataset of Forward reaction prediction with 1.9M reactions from USPTO patents (1976-2016). Predict the product of the given reaction. (1) Given the reactants C([S:8][C:9]1[CH:10]=[C:11]2[C:16](=[CH:17][CH:18]=1)[N:15]([C:19]1[CH:24]=[CH:23][C:22]([Br:25])=[CH:21][C:20]=1[O:26][CH3:27])[C:14](=[O:28])[CH:13]=[CH:12]2)C1C=CC=CC=1.ClN1C(C)(C)C(=[O:37])N(Cl)C1=O.[F:40][C:41]1[C:46]([OH:47])=[C:45]([F:48])[C:44]([F:49])=[C:43]([F:50])[C:42]=1[F:51].C(N(CC)CC)C.[OH2:59], predict the reaction product. The product is: [Br:25][C:22]1[CH:23]=[CH:24][C:19]([N:15]2[C:16]3[C:11](=[CH:10][C:9]([S:8]([O:47][C:46]4[C:41]([F:40])=[C:42]([F:51])[C:43]([F:50])=[C:44]([F:49])[C:45]=4[F:48])(=[O:37])=[O:59])=[CH:18][CH:17]=3)[CH:12]=[CH:13][C:14]2=[O:28])=[C:20]([O:26][CH3:27])[CH:21]=1. (2) Given the reactants [F:1][C:2]([F:15])([F:14])[C:3]1[CH:12]=[C:11]2[C:6]([CH:7]=[CH:8][NH:9][C:10]2=[O:13])=[CH:5][CH:4]=1.Br[C:17]1[CH:18]=[N:19][CH:20]=[C:21]([F:23])[CH:22]=1.OC1C=CC=C2C=1N=CC=C2.C([O-])([O-])=O.[K+].[K+], predict the reaction product. The product is: [F:23][C:21]1[CH:22]=[C:17]([N:9]2[CH:8]=[CH:7][C:6]3[C:11](=[CH:12][C:3]([C:2]([F:1])([F:14])[F:15])=[CH:4][CH:5]=3)[C:10]2=[O:13])[CH:18]=[N:19][CH:20]=1. (3) Given the reactants C(O[BH-](OC(=O)C)OC(=O)C)(=O)C.[Na+].[Cl:15][C:16]1[CH:35]=[CH:34][C:33]([CH2:36][CH2:37][CH:38]=O)=[CH:32][C:17]=1[C:18]([NH:20][CH2:21][C:22]12[CH2:31][CH:26]3[CH2:27][CH:28]([CH2:30][CH:24]([CH2:25]3)[CH2:23]1)[CH2:29]2)=[O:19].[NH2:40][CH2:41][CH2:42][CH2:43][OH:44], predict the reaction product. The product is: [ClH:15].[Cl:15][C:16]1[CH:35]=[CH:34][C:33]([CH2:36][CH2:37][CH2:38][NH:40][CH2:41][CH2:42][CH2:43][OH:44])=[CH:32][C:17]=1[C:18]([NH:20][CH2:21][C:22]12[CH2:31][CH:26]3[CH2:27][CH:28]([CH2:30][CH:24]([CH2:25]3)[CH2:23]1)[CH2:29]2)=[O:19]. (4) Given the reactants [CH3:1][C:2]1[CH:6]=[CH:5][S:4][C:3]=1/[CH:7]=[C:8]1/[C:9](=[O:23])[CH:10]([C:14]2[C:19]([CH3:20])=[CH:18][C:17]([CH3:21])=[CH:16][C:15]=2[CH3:22])[C:11](=[O:13])[CH2:12]/1.[H][H], predict the reaction product. The product is: [CH3:1][C:2]1[CH:6]=[CH:5][S:4][C:3]=1[CH2:7][CH:8]1[CH2:12][C:11](=[O:13])[CH:10]([C:14]2[C:15]([CH3:22])=[CH:16][C:17]([CH3:21])=[CH:18][C:19]=2[CH3:20])[C:9]1=[O:23]. (5) Given the reactants [CH3:1][O:2][C:3]1[C:13]([N+:14]([O-:16])=[O:15])=[CH:12][C:6]2[CH2:7][CH2:8][NH:9][CH2:10][CH2:11][C:5]=2[CH:4]=1.Cl[CH2:18][CH2:19][NH:20][C:21](=[O:23])[CH3:22].[I-].[K+].C(=O)([O-])[O-].[K+].[K+], predict the reaction product. The product is: [CH3:1][O:2][C:3]1[C:13]([N+:14]([O-:16])=[O:15])=[CH:12][C:6]2[CH2:7][CH2:8][N:9]([CH2:18][CH2:19][NH:20][C:21](=[O:23])[CH3:22])[CH2:10][CH2:11][C:5]=2[CH:4]=1. (6) Given the reactants [CH2:1]([O:3][C:4](=[O:12])[CH2:5][C:6]1[N:7]=[C:8]([NH2:11])[S:9][CH:10]=1)[CH3:2].[Cl:13][C:14]1[CH:15]=[CH:16][C:17]([O:37][CH3:38])=[C:18]([S:20]([N:23]2[CH2:29][CH2:28][CH2:27][CH2:26][C:25]3[CH:30]=[CH:31][C:32]([C:34](O)=[O:35])=[CH:33][C:24]2=3)(=[O:22])=[O:21])[CH:19]=1, predict the reaction product. The product is: [CH2:1]([O:3][C:4](=[O:12])[CH2:5][C:6]1[N:7]=[C:8]([NH:11][C:34]([C:32]2[CH:31]=[CH:30][C:25]3[CH2:26][CH2:27][CH2:28][CH2:29][N:23]([S:20]([C:18]4[CH:19]=[C:14]([Cl:13])[CH:15]=[CH:16][C:17]=4[O:37][CH3:38])(=[O:21])=[O:22])[C:24]=3[CH:33]=2)=[O:35])[S:9][CH:10]=1)[CH3:2]. (7) The product is: [Br:12][C:13]1[CH:14]=[CH:15][C:16]([C@H:19]([NH:24][C@@H:25]([CH2:29][CH:30]([CH3:32])[CH3:31])[C:26]([N:5]2[CH2:6][C@H:2]([F:1])[C@H:3]3[O:9][CH2:8][C@H:7]([OH:10])[C@@H:4]23)=[O:27])[C:20]([F:23])([F:22])[F:21])=[CH:17][CH:18]=1. Given the reactants [F:1][C@H:2]1[CH2:6][NH2+:5][C@@H:4]2[C@@H:7]([OH:10])[CH2:8][O:9][C@H:3]12.[Cl-].[Br:12][C:13]1[CH:18]=[CH:17][C:16]([C@H:19]([NH:24][C@@H:25]([CH2:29][CH:30]([CH3:32])[CH3:31])[C:26](O)=[O:27])[C:20]([F:23])([F:22])[F:21])=[CH:15][CH:14]=1.CN(C(ON1N=NC2C=CC=NC1=2)=[N+](C)C)C.F[P-](F)(F)(F)(F)F.C(N(C(C)C)CC)(C)C, predict the reaction product. (8) Given the reactants [CH3:1][S:2]([N:5]1[CH2:10][CH2:9][CH2:8][CH:7]([CH:11]([O:19][CH2:20][CH2:21][CH2:22][O:23][CH3:24])[C:12]2[CH:17]=[CH:16][CH:15]=[CH:14][C:13]=2Br)[CH2:6]1)(=[O:4])=[O:3].C([O-])([O-])=O.[Cs+].[Cs+].[C:31]1(B(O)O)[CH:36]=[CH:35][CH:34]=[CH:33][CH:32]=1, predict the reaction product. The product is: [C:13]1([C:31]2[CH:36]=[CH:35][CH:34]=[CH:33][CH:32]=2)[CH:14]=[CH:15][CH:16]=[CH:17][C:12]=1[CH:11]([O:19][CH2:20][CH2:21][CH2:22][O:23][CH3:24])[CH:7]1[CH2:8][CH2:9][CH2:10][N:5]([S:2]([CH3:1])(=[O:4])=[O:3])[CH2:6]1.